Predict the reactants needed to synthesize the given product. From a dataset of Full USPTO retrosynthesis dataset with 1.9M reactions from patents (1976-2016). (1) Given the product [Br:18][C:19]1[CH:20]=[C:21]([C:2]2[N:7]=[C:6]([C:8]([O:10][CH3:11])=[O:9])[CH:5]=[C:4]([N:12]3[C:16]([CH3:17])=[CH:15][CH:14]=[N:13]3)[N:3]=2)[CH:22]=[CH:23][C:24]=1[F:25], predict the reactants needed to synthesize it. The reactants are: Cl[C:2]1[N:7]=[C:6]([C:8]([O:10][CH3:11])=[O:9])[CH:5]=[C:4]([N:12]2[C:16]([CH3:17])=[CH:15][CH:14]=[N:13]2)[N:3]=1.[Br:18][C:19]1[CH:20]=[C:21](B(O)O)[CH:22]=[CH:23][C:24]=1[F:25]. (2) Given the product [N:1]1[CH:6]=[CH:5][CH:4]=[CH:3][C:2]=1[C:7]1[N:11]=[C:10]([C:12]2[CH:13]=[N:14][CH:15]=[C:16]([C:21]3[CH:22]=[CH:23][S:19][CH:20]=3)[CH:17]=2)[O:9][N:8]=1, predict the reactants needed to synthesize it. The reactants are: [N:1]1[CH:6]=[CH:5][CH:4]=[CH:3][C:2]=1[C:7]1[N:11]=[C:10]([C:12]2[CH:13]=[N:14][CH:15]=[C:16](Br)[CH:17]=2)[O:9][N:8]=1.[S:19]1[CH:23]=[CH:22][C:21](B(O)O)=[CH:20]1.C(=O)([O-])[O-].[Na+].[Na+].